Dataset: hERG potassium channel inhibition data for cardiac toxicity prediction from Karim et al.. Task: Regression/Classification. Given a drug SMILES string, predict its toxicity properties. Task type varies by dataset: regression for continuous values (e.g., LD50, hERG inhibition percentage) or binary classification for toxic/non-toxic outcomes (e.g., AMES mutagenicity, cardiotoxicity, hepatotoxicity). Dataset: herg_karim. (1) The molecule is Clc1cccc2c(-c3nc(CN4CCOCC4)cs3)cn(CC3CCOCC3)c12. The result is 1 (blocker). (2) The molecule is O=C(N1CCN(C2CCCC2)CC1)N1Cc2ccccc2C1. The result is 0 (non-blocker).